Dataset: Forward reaction prediction with 1.9M reactions from USPTO patents (1976-2016). Task: Predict the product of the given reaction. Given the reactants [NH2:1][C:2]1[CH:9]=[CH:8][C:5]([C:6]#[N:7])=[CH:4][CH:3]=1.[CH2:10]([CH:17]1[CH2:22][CH2:21][N:20]([C:23](=[O:27])[C:24](O)=[O:25])[CH2:19][CH2:18]1)[C:11]1[CH:16]=[CH:15][CH:14]=[CH:13][CH:12]=1, predict the reaction product. The product is: [CH2:10]([CH:17]1[CH2:18][CH2:19][N:20]([C:23](=[O:27])[C:24]([NH:1][C:2]2[CH:9]=[CH:8][C:5]([C:6]#[N:7])=[CH:4][CH:3]=2)=[O:25])[CH2:21][CH2:22]1)[C:11]1[CH:12]=[CH:13][CH:14]=[CH:15][CH:16]=1.